From a dataset of Forward reaction prediction with 1.9M reactions from USPTO patents (1976-2016). Predict the product of the given reaction. (1) Given the reactants [Cl:1][C:2]1[CH:3]=[CH:4][C:5]([O:12][CH3:13])=[C:6]([CH2:8][C:9](O)=[O:10])[CH:7]=1.S(Cl)([Cl:16])=O, predict the reaction product. The product is: [Cl:1][C:2]1[CH:3]=[CH:4][C:5]([O:12][CH3:13])=[C:6]([CH2:8][C:9]([Cl:16])=[O:10])[CH:7]=1. (2) The product is: [CH3:18][O:17][C:13]([C:14]1[S:15][C:5]([CH:4]([O:10][CH2:11][CH3:12])[O:3][CH2:1][CH3:2])=[CH:6][C:7]=1[CH3:8])=[O:16]. Given the reactants [CH2:1]([O:3][CH:4]([O:10][CH2:11][CH3:12])[C:5]#[C:6][C:7](=O)[CH3:8])[CH3:2].[C:13]([O:17][CH3:18])(=[O:16])[CH2:14][SH:15].CO.C([O-])([O-])=O.[Cs+].[Cs+].[O-]S([O-])(=O)=O.[Mg+2], predict the reaction product. (3) Given the reactants [CH3:1][O:2][C:3]1[CH:4]=[CH:5][CH:6]=[C:7]2[C:12]=1[C:11](=[O:13])[NH:10][C:9]([C:14]([O:16]C)=O)=[CH:8]2.[NH3:18].CO, predict the reaction product. The product is: [CH3:1][O:2][C:3]1[CH:4]=[CH:5][CH:6]=[C:7]2[C:12]=1[C:11](=[O:13])[NH:10][C:9]([C:14]([NH2:18])=[O:16])=[CH:8]2. (4) Given the reactants [CH3:1][O:2][CH2:3][CH2:4][CH2:5][O:6][C:7]1[CH:8]=[C:9]2[C:13](=[C:14]([N:16]([CH3:26])[S:17]([C:20]3[CH:25]=[CH:24][CH:23]=[CH:22][N:21]=3)(=[O:19])=[O:18])[CH:15]=1)[NH:12][C:11]([C:27]([O:29]CC)=[O:28])=[CH:10]2.[OH-].[Na+].C(O)C.Cl, predict the reaction product. The product is: [CH3:1][O:2][CH2:3][CH2:4][CH2:5][O:6][C:7]1[CH:8]=[C:9]2[C:13](=[C:14]([N:16]([CH3:26])[S:17]([C:20]3[CH:25]=[CH:24][CH:23]=[CH:22][N:21]=3)(=[O:18])=[O:19])[CH:15]=1)[NH:12][C:11]([C:27]([OH:29])=[O:28])=[CH:10]2. (5) Given the reactants [Cl:1][C:2]1[CH:7]=[CH:6][C:5]([N:8]2[C:16]([CH:17]([CH:21]3[CH2:26][CH2:25][CH2:24][CH2:23][CH2:22]3)[C:18](O)=[O:19])=[C:15]3[C:10]([CH2:11][CH2:12][CH2:13][CH2:14]3)=[N:9]2)=[CH:4][CH:3]=1.CCN(C(C)C)C(C)C.CN(C(ON1N=NC2C=CC=NC1=2)=[N+](C)C)C.F[P-](F)(F)(F)(F)F.[NH:60]1[C:64]([C:65]2[CH:70]=[CH:69][C:68]([NH2:71])=[CH:67][CH:66]=2)=[N:63][N:62]=[N:61]1, predict the reaction product. The product is: [Cl:1][C:2]1[CH:7]=[CH:6][C:5]([N:8]2[C:16]([CH:17]([CH:21]3[CH2:26][CH2:25][CH2:24][CH2:23][CH2:22]3)[C:18]([NH:71][C:68]3[CH:69]=[CH:70][C:65]([C:64]4[NH:60][N:61]=[N:62][N:63]=4)=[CH:66][CH:67]=3)=[O:19])=[C:15]3[C:10]([CH2:11][CH2:12][CH2:13][CH2:14]3)=[N:9]2)=[CH:4][CH:3]=1.